Regression. Given two drug SMILES strings and cell line genomic features, predict the synergy score measuring deviation from expected non-interaction effect. From a dataset of NCI-60 drug combinations with 297,098 pairs across 59 cell lines. (1) Synergy scores: CSS=49.4, Synergy_ZIP=1.39, Synergy_Bliss=1.47, Synergy_Loewe=2.03, Synergy_HSA=3.58. Cell line: HCT116. Drug 2: CCN(CC)CCCC(C)NC1=C2C=C(C=CC2=NC3=C1C=CC(=C3)Cl)OC. Drug 1: C1CC(C1)(C(=O)O)C(=O)O.[NH2-].[NH2-].[Pt+2]. (2) Drug 1: C1=CC(=C2C(=C1NCCNCCO)C(=O)C3=C(C=CC(=C3C2=O)O)O)NCCNCCO. Drug 2: CC(CN1CC(=O)NC(=O)C1)N2CC(=O)NC(=O)C2. Cell line: HCC-2998. Synergy scores: CSS=17.6, Synergy_ZIP=-4.89, Synergy_Bliss=-2.48, Synergy_Loewe=-12.4, Synergy_HSA=-0.732.